This data is from Forward reaction prediction with 1.9M reactions from USPTO patents (1976-2016). The task is: Predict the product of the given reaction. Given the reactants Br[C:2]1[C:3]([CH3:18])=[C:4]([C:7]([O:14][CH:15]([CH3:17])[CH3:16])=[C:8]([C:10]([CH3:13])([CH3:12])[CH3:11])[CH:9]=1)[CH:5]=[O:6].C(N(CC)CC)C.[CH3:26][Si:27]([C:30]#[CH:31])([CH3:29])[CH3:28].C(OCC)(=O)C, predict the reaction product. The product is: [C:10]([C:8]1[C:7]([O:14][CH:15]([CH3:17])[CH3:16])=[C:4]([C:3]([CH3:18])=[C:2]([C:31]#[C:30][Si:27]([CH3:29])([CH3:28])[CH3:26])[CH:9]=1)[CH:5]=[O:6])([CH3:13])([CH3:12])[CH3:11].